This data is from NCI-60 drug combinations with 297,098 pairs across 59 cell lines. The task is: Regression. Given two drug SMILES strings and cell line genomic features, predict the synergy score measuring deviation from expected non-interaction effect. (1) Drug 1: CC12CCC(CC1=CCC3C2CCC4(C3CC=C4C5=CN=CC=C5)C)O. Drug 2: COC1=C(C=C2C(=C1)N=CN=C2NC3=CC(=C(C=C3)F)Cl)OCCCN4CCOCC4. Cell line: HOP-62. Synergy scores: CSS=27.4, Synergy_ZIP=4.58, Synergy_Bliss=10.3, Synergy_Loewe=9.52, Synergy_HSA=10.4. (2) Drug 1: CC1=C(C=C(C=C1)NC2=NC=CC(=N2)N(C)C3=CC4=NN(C(=C4C=C3)C)C)S(=O)(=O)N.Cl. Drug 2: CC(CN1CC(=O)NC(=O)C1)N2CC(=O)NC(=O)C2. Cell line: HCT-15. Synergy scores: CSS=19.7, Synergy_ZIP=4.38, Synergy_Bliss=6.89, Synergy_Loewe=0.998, Synergy_HSA=5.37. (3) Drug 1: CC1=C(C(CCC1)(C)C)C=CC(=CC=CC(=CC(=O)O)C)C. Drug 2: CCC(=C(C1=CC=CC=C1)C2=CC=C(C=C2)OCCN(C)C)C3=CC=CC=C3.C(C(=O)O)C(CC(=O)O)(C(=O)O)O. Cell line: DU-145. Synergy scores: CSS=-1.76, Synergy_ZIP=-1.54, Synergy_Bliss=-3.50, Synergy_Loewe=-6.77, Synergy_HSA=-5.30. (4) Drug 1: C1=NC2=C(N=C(N=C2N1C3C(C(C(O3)CO)O)O)F)N. Drug 2: CC=C1C(=O)NC(C(=O)OC2CC(=O)NC(C(=O)NC(CSSCCC=C2)C(=O)N1)C(C)C)C(C)C. Cell line: PC-3. Synergy scores: CSS=31.1, Synergy_ZIP=1.07, Synergy_Bliss=3.92, Synergy_Loewe=-20.0, Synergy_HSA=1.84. (5) Drug 1: CC(C)(C#N)C1=CC(=CC(=C1)CN2C=NC=N2)C(C)(C)C#N. Drug 2: C1=NC(=NC(=O)N1C2C(C(C(O2)CO)O)O)N. Cell line: CAKI-1. Synergy scores: CSS=-4.98, Synergy_ZIP=-7.22, Synergy_Bliss=-15.8, Synergy_Loewe=-27.1, Synergy_HSA=-25.7. (6) Drug 1: C1=NC2=C(N=C(N=C2N1C3C(C(C(O3)CO)O)O)F)N. Drug 2: C1=NC(=NC(=O)N1C2C(C(C(O2)CO)O)O)N. Cell line: OVCAR3. Synergy scores: CSS=-1.08, Synergy_ZIP=2.41, Synergy_Bliss=2.43, Synergy_Loewe=-16.1, Synergy_HSA=-6.18. (7) Drug 1: C1=CC(=CC=C1CCCC(=O)O)N(CCCl)CCCl. Drug 2: CCC1(CC2CC(C3=C(CCN(C2)C1)C4=CC=CC=C4N3)(C5=C(C=C6C(=C5)C78CCN9C7C(C=CC9)(C(C(C8N6C=O)(C(=O)OC)O)OC(=O)C)CC)OC)C(=O)OC)O.OS(=O)(=O)O. Cell line: SW-620. Synergy scores: CSS=25.9, Synergy_ZIP=-8.44, Synergy_Bliss=0.563, Synergy_Loewe=-7.28, Synergy_HSA=1.64. (8) Drug 1: CC(CN1CC(=O)NC(=O)C1)N2CC(=O)NC(=O)C2. Drug 2: C1=C(C(=O)NC(=O)N1)F. Cell line: CCRF-CEM. Synergy scores: CSS=59.0, Synergy_ZIP=-13.0, Synergy_Bliss=-15.7, Synergy_Loewe=-14.5, Synergy_HSA=-11.2.